This data is from Forward reaction prediction with 1.9M reactions from USPTO patents (1976-2016). The task is: Predict the product of the given reaction. (1) Given the reactants Br[C:2]1[S:3][CH:4]=[C:5]([C:7]2[CH:12]=[CH:11][C:10]([NH:13][S:14]([C:17]([F:20])([F:19])[F:18])(=[O:16])=[O:15])=[CH:9][C:8]=2[Cl:21])[N:6]=1.[CH:22]1([NH:27][C:28]2C=N[CH:31]=[CH:32][C:33]=2B2OC(C)(C)C(C)(C)O2)[CH2:26][CH2:25][CH2:24][CH2:23]1.C(=O)([O-])[O-].[Na+].[Na+].[CH3:49][N:50](C)C=O, predict the reaction product. The product is: [Cl:21][C:8]1[CH:9]=[C:10]([NH:13][S:14]([C:17]([F:20])([F:19])[F:18])(=[O:16])=[O:15])[CH:11]=[CH:12][C:7]=1[C:5]1[N:6]=[C:2]([C:32]2[CH:31]=[CH:49][N:50]=[C:28]([NH:27][CH:22]3[CH2:23][CH2:24][CH2:25][CH2:26]3)[CH:33]=2)[S:3][CH:4]=1. (2) The product is: [CH3:1][C:2]1[N:28]([CH3:29])[C:5]2[CH:6]=[C:7]([C:23]([O:25][CH2:26][CH3:27])=[O:24])[C:8]3[CH2:9][CH2:10][C:11]4([NH:20][C:21]=3[C:4]=2[N:3]=1)[CH2:19][C:18]1[C:13](=[CH:14][CH:15]=[CH:16][CH:17]=1)[CH2:12]4. Given the reactants [CH3:1][C:2]1[N:28]([CH3:29])[C:5]2[CH:6]=[C:7]([C:23]([O:25][CH2:26][CH3:27])=[O:24])[C:8]3[C:9](=O)[CH2:10][C:11]4([NH:20][C:21]=3[C:4]=2[N:3]=1)[CH2:19][C:18]1[C:13](=[CH:14][CH:15]=[CH:16][CH:17]=1)[CH2:12]4.C([SiH](CC)CC)C.C(=O)([O-])O.[Na+], predict the reaction product. (3) Given the reactants [CH3:1][C:2]([CH3:10])([CH3:9])[CH2:3][CH2:4][S:5](Cl)(=[O:7])=[O:6].[Cl:11][C:12]1[CH:17]=[C:16]([Cl:18])[CH:15]=[CH:14][C:13]=1[N:19]1[C:23]([C:24]2[CH:29]=[CH:28][C:27]([OH:30])=[CH:26][CH:25]=2)=[C:22]([CH3:31])[C:21]([C:32]([NH:34][N:35]2[CH2:40][CH2:39][CH2:38][CH2:37][CH2:36]2)=[O:33])=[N:20]1.O, predict the reaction product. The product is: [CH3:1][C:2]([CH3:10])([CH3:9])[CH2:3][CH2:4][S:5]([O:30][C:27]1[CH:28]=[CH:29][C:24]([C:23]2[N:19]([C:13]3[CH:14]=[CH:15][C:16]([Cl:18])=[CH:17][C:12]=3[Cl:11])[N:20]=[C:21]([C:32]([NH:34][N:35]3[CH2:36][CH2:37][CH2:38][CH2:39][CH2:40]3)=[O:33])[C:22]=2[CH3:31])=[CH:25][CH:26]=1)(=[O:7])=[O:6]. (4) Given the reactants CC1C(NC2CCNCC2)=NC2C(=CC=CC=2[C:19]2[NH:27][C:26]3[CH2:25][CH2:24][NH:23][C:22](=[O:28])[C:21]=3[CH:20]=2)N=1.CCN(C(C)C)C(C)C.CC(OC(C)=O)=O, predict the reaction product. The product is: [NH:27]1[C:26]2[CH2:25][CH2:24][NH:23][C:22](=[O:28])[C:21]=2[CH:20]=[CH:19]1. (5) Given the reactants [CH2:1]([N:6]1[C:14]2[N:13]=[CH:12][NH:11][C:10]=2[C:9](=[O:15])[N:8]2[C:16]([CH2:19][CH2:20][CH2:21][C:22]3[O:26][N:25]=[C:24]([C:27]4[CH:32]=[CH:31][CH:30]=[CH:29][CH:28]=4)[N:23]=3)=[N:17][N:18]=[C:7]12)[CH2:2][CH2:3][CH2:4][CH3:5].[Br:33]N1C(=O)CCC1=O, predict the reaction product. The product is: [Br:33][C:12]1[NH:11][C:10]2[C:9](=[O:15])[N:8]3[C:16]([CH2:19][CH2:20][CH2:21][C:22]4[O:26][N:25]=[C:24]([C:27]5[CH:32]=[CH:31][CH:30]=[CH:29][CH:28]=5)[N:23]=4)=[N:17][N:18]=[C:7]3[N:6]([CH2:1][CH2:2][CH2:3][CH2:4][CH3:5])[C:14]=2[N:13]=1. (6) Given the reactants Cl[CH2:2][CH2:3][NH:4][CH:5]([C:17]1[CH:22]=[CH:21][CH:20]=[CH:19][CH:18]=1)[CH:6]([C:11]1[CH:16]=[CH:15][CH:14]=[CH:13][CH:12]=1)[NH:7][CH2:8][CH2:9]Cl.C(Cl)(Cl)Cl.CO.CO, predict the reaction product. The product is: [C:17]1([C@@H:5]2[C@@H:6]([C:11]3[CH:16]=[CH:15][CH:14]=[CH:13][CH:12]=3)[N:7]3[CH2:8][CH2:9][N:4]2[CH2:3][CH2:2]3)[CH:22]=[CH:21][CH:20]=[CH:19][CH:18]=1.